Task: Predict the reaction yield, written as a fraction of the theoretical maximum amount of product (1.0 means a 100% yield; for example, 0.34 means a 34% yield).. Dataset: Reaction yield outcomes from USPTO patents with 853,638 reactions (1) The reactants are [CH3:1][S:2]([NH:5][C:6]1[CH:21]=[CH:20][C:9]2[NH:10][C:11]([CH2:16][C:17](O)=[O:18])=[N:12][S:13](=[O:15])(=[O:14])[C:8]=2[CH:7]=1)(=[O:4])=[O:3].Cl.CN(C)CCCN=C=NCC.CN1CCOCC1.C(O[C:44]([C@H:46]1[C@@H:51]([NH:52][CH2:53][C:54]2[CH:59]=[CH:58][CH:57]=[CH:56][CH:55]=2)[C@H:50]2[CH2:60][C@@H:47]1[CH2:48][CH2:49]2)=[O:45])C.[O-]CC.[Na+].C(O)C. The catalyst is CN(C)C=O. The product is [CH2:53]([N:52]1[C:17](=[O:18])[C:16]([C:11]2[NH:10][C:9]3[CH:20]=[CH:21][C:6]([NH:5][S:2]([CH3:1])(=[O:4])=[O:3])=[CH:7][C:8]=3[S:13](=[O:15])(=[O:14])[N:12]=2)=[C:44]([OH:45])[C@H:46]2[C@@H:51]1[C@H:50]1[CH2:60][C@@H:47]2[CH2:48][CH2:49]1)[C:54]1[CH:55]=[CH:56][CH:57]=[CH:58][CH:59]=1. The yield is 0.370. (2) The reactants are C(=O)([O-])[O-].[Ca+2].[Cl:6][C:7]1[CH:8]=[C:9]([CH:11]=[C:12]([C:28]([F:31])([F:30])[F:29])[C:13]=1[C:14]1[CH:27]=[CH:26][C:17]2[O:18][CH2:19][CH2:20][N:21]([S:22]([CH3:25])(=[O:24])=[O:23])[C:16]=2[CH:15]=1)[NH2:10].[C:32](Cl)(Cl)=[S:33].Cl. The yield is 0.630. The product is [Cl:6][C:7]1[CH:8]=[C:9]([N:10]=[C:32]=[S:33])[CH:11]=[C:12]([C:28]([F:29])([F:30])[F:31])[C:13]=1[C:14]1[CH:27]=[CH:26][C:17]2[O:18][CH2:19][CH2:20][N:21]([S:22]([CH3:25])(=[O:23])=[O:24])[C:16]=2[CH:15]=1. The catalyst is ClCCl.O. (3) The reactants are [O:1]1[CH:5]=[CH:4][CH:3]=[C:2]1[C:6]1[O:7][C:8]([CH3:25])=[C:9]([CH2:11][O:12][C:13]2[CH:18]=[CH:17][C:16]([CH2:19][OH:20])=[CH:15][C:14]=2[O:21][CH2:22][O:23][CH3:24])[N:10]=1.C(P(CCCC)CCCC)CCC.[CH2:39]([N:46]1[CH:50]=[C:49]([C:51]([O:53][CH2:54][CH3:55])=[O:52])[C:48](O)=[N:47]1)[C:40]1[CH:45]=[CH:44][CH:43]=[CH:42][CH:41]=1.N(C(N1CCCCC1)=O)=NC(N1CCCCC1)=O. The catalyst is O1CCCC1. The product is [CH2:39]([N:46]1[CH:50]=[C:49]([C:51]([O:53][CH2:54][CH3:55])=[O:52])[C:48]([O:20][CH2:19][C:16]2[CH:17]=[CH:18][C:13]([O:12][CH2:11][C:9]3[N:10]=[C:6]([C:2]4[O:1][CH:5]=[CH:4][CH:3]=4)[O:7][C:8]=3[CH3:25])=[C:14]([O:21][CH2:22][O:23][CH3:24])[CH:15]=2)=[N:47]1)[C:40]1[CH:41]=[CH:42][CH:43]=[CH:44][CH:45]=1. The yield is 0.880. (4) The reactants are [Na].Br[C:3]1[N:8]=[CH:7][C:6]([C:9]2([C:17]#[N:18])[CH2:14][CH2:13][C:12]([F:16])([F:15])[CH2:11][CH2:10]2)=[CH:5][CH:4]=1.[CH2:19]([OH:21])[CH3:20]. No catalyst specified. The product is [CH2:19]([O:21][C:3]1[N:8]=[CH:7][C:6]([C:9]2([C:17]#[N:18])[CH2:14][CH2:13][C:12]([F:16])([F:15])[CH2:11][CH2:10]2)=[CH:5][CH:4]=1)[CH3:20]. The yield is 0.490. (5) The reactants are [CH3:1][O:2][C:3]1[CH:8]=[CH:7][C:6]([C:9]2[CH:14]=[CH:13][C:12]([C:15]([OH:17])=[O:16])=[C:11]([N+:18]([O-])=O)[CH:10]=2)=[CH:5][CH:4]=1. The catalyst is CCO.C(OCC)(=O)C.[Pd]. The product is [NH2:18][C:11]1[CH:10]=[C:9]([C:6]2[CH:7]=[CH:8][C:3]([O:2][CH3:1])=[CH:4][CH:5]=2)[CH:14]=[CH:13][C:12]=1[C:15]([OH:17])=[O:16]. The yield is 0.980. (6) The reactants are Cl[CH2:2][CH2:3][CH2:4][N:5]1[C:9]2[CH:10]=[CH:11][CH:12]=[CH:13][C:8]=2[S:7][C:6]1=[O:14].[I-:15].[Na+]. The catalyst is CC(C)=O. The product is [I:15][CH2:2][CH2:3][CH2:4][N:5]1[C:9]2[CH:10]=[CH:11][CH:12]=[CH:13][C:8]=2[S:7][C:6]1=[O:14]. The yield is 0.830. (7) The reactants are [O:1]=[S:2]1(=[O:35])[C:6]2[CH:7]=[CH:8][CH:9]=[CH:10][C:5]=2[C:4](=[O:11])[N:3]1[C:12]1[CH:13]=[C:14]([CH:31]=[CH:32][C:33]=1[CH3:34])[C:15]([N:17]1[CH2:22][CH2:21][CH:20]([C:23]2[CH:30]=[CH:29][C:26]([C:27]#[N:28])=[CH:25][CH:24]=2)[CH2:19][CH2:18]1)=[O:16].[CH3:36][O:37][C:38]1[CH:45]=[C:44]([O:46][CH3:47])[CH:43]=[CH:42][C:39]=1[CH2:40][NH2:41]. The catalyst is C1COCC1. The product is [C:27]([C:26]1[CH:29]=[CH:30][C:23]([CH:20]2[CH2:21][CH2:22][N:17]([C:15]([C:14]3[CH:31]=[CH:32][C:33]([CH3:34])=[C:12]([NH:3][S:2]([C:6]4[CH:7]=[CH:8][CH:9]=[CH:10][C:5]=4[C:4]([NH:41][CH2:40][C:39]4[CH:42]=[CH:43][C:44]([O:46][CH3:47])=[CH:45][C:38]=4[O:37][CH3:36])=[O:11])(=[O:35])=[O:1])[CH:13]=3)=[O:16])[CH2:18][CH2:19]2)=[CH:24][CH:25]=1)#[N:28]. The yield is 0.340. (8) The reactants are IC1[N:3]=[CH:4][N:5]([C:7]([C:20]2[CH:25]=[CH:24][CH:23]=[CH:22][CH:21]=2)([C:14]2[CH:19]=[CH:18][CH:17]=[CH:16][CH:15]=2)[C:8]2[CH:13]=[CH:12][CH:11]=[CH:10][CH:9]=2)[CH:6]=1.[CH3:26][C:27]1[S:31][C:30](B2OC(C)(C)C(C)(C)O2)=[CH:29][CH:28]=1.[C:41]([O-])([O-])=O.[Na+].[Na+]. The catalyst is O.O1CCOCC1. The product is [CH3:41][C:30]1[S:31][C:27]([C:26]2[N:3]=[CH:4][N:5]([C:7]([C:14]3[CH:19]=[CH:18][CH:17]=[CH:16][CH:15]=3)([C:8]3[CH:9]=[CH:10][CH:11]=[CH:12][CH:13]=3)[C:20]3[CH:25]=[CH:24][CH:23]=[CH:22][CH:21]=3)[CH:6]=2)=[CH:28][CH:29]=1. The yield is 0.830. (9) The reactants are [CH:1]1([C:4]([CH:6](Br)[C:7]2[CH:12]=[CH:11][CH:10]=[CH:9][C:8]=2[F:13])=[O:5])[CH2:3][CH2:2]1.C1(C)C=CC(S(O)(=O)=O)=CC=1.[O:26]=[C:27]1[S:35][C:34]2[CH2:33][CH2:32][NH:31][CH2:30][C:29]=2[CH2:28]1.C(=O)(O)[O-].[K+].[Br-].[Na+]. The product is [CH:1]1([C:4]([CH:6]([N:31]2[CH2:32][CH2:33][C:34]3[S:35][C:27](=[O:26])[CH2:28][C:29]=3[CH2:30]2)[C:7]2[CH:12]=[CH:11][CH:10]=[CH:9][C:8]=2[F:13])=[O:5])[CH2:3][CH2:2]1. The catalyst is [Br-].C([N+](CCCC)(CCCC)CCCC)CCC.O.C(OCC)(=O)C.CN(C=O)C. The yield is 0.910.